This data is from Forward reaction prediction with 1.9M reactions from USPTO patents (1976-2016). The task is: Predict the product of the given reaction. Given the reactants [CH2:1]([NH:3][C:4]([NH:6][C:7]1[S:8][C:9]2[CH:15]=[C:14]([O:16][CH3:17])[C:13]([C:18]3[CH:19]=[N:20][C:21]([N:24]4[CH2:29][CH2:28][C:27]([CH3:35])([C:30]([O:32]CC)=[O:31])[CH2:26][CH2:25]4)=[N:22][CH:23]=3)=[CH:12][C:10]=2[N:11]=1)=[O:5])[CH3:2].[OH-].[Na+].Cl.C(Cl)Cl, predict the reaction product. The product is: [CH2:1]([NH:3][C:4]([NH:6][C:7]1[S:8][C:9]2[CH:15]=[C:14]([O:16][CH3:17])[C:13]([C:18]3[CH:19]=[N:20][C:21]([N:24]4[CH2:25][CH2:26][C:27]([CH3:35])([C:30]([OH:32])=[O:31])[CH2:28][CH2:29]4)=[N:22][CH:23]=3)=[CH:12][C:10]=2[N:11]=1)=[O:5])[CH3:2].